Dataset: Reaction yield outcomes from USPTO patents with 853,638 reactions. Task: Predict the reaction yield, written as a fraction of the theoretical maximum amount of product (1.0 means a 100% yield; for example, 0.34 means a 34% yield). (1) The reactants are N[C:2]1[C:10]([O:11]C)=[CH:9][CH:8]=[CH:7][C:3]=1C(O)=O.[CH3:13][Mg]Br.[N].[Cl-].[NH4+].[C:19]([N:26]1[CH:30]=[CH:29]N=C1)(N1C=CN=C1)=[O:20].C1C[O:34][CH2:33]C1. The catalyst is C(OCC)(=O)C. The product is [CH3:33][O:34][C:29]1[C:30]2[NH:26][C:19](=[O:20])[O:11][C:10]([CH3:2])([CH3:13])[C:9]=2[CH:8]=[CH:7][CH:3]=1. The yield is 0.560. (2) The reactants are [OH:1][C:2]1[CH:7]=[CH:6][CH:5]=[CH:4][C:3]=1[C:8](=[O:14])[CH2:9][C:10]([O:12][CH3:13])=[O:11].[Cl:15][C:16]1[CH:23]=[CH:22][C:19]([CH:20]=O)=[CH:18][C:17]=1[C:24]([F:27])([F:26])[F:25].N1CCCCC1.C(O)(=O)C. The catalyst is C(O)(C)C.O. The product is [Cl:15][C:16]1[CH:23]=[CH:22][C:19]([CH:20]2[CH:9]([C:10]([O:12][CH3:13])=[O:11])[C:8](=[O:14])[C:3]3[C:2](=[CH:7][CH:6]=[CH:5][CH:4]=3)[O:1]2)=[CH:18][C:17]=1[C:24]([F:25])([F:26])[F:27]. The yield is 0.510. (3) The reactants are [OH:1][C:2]1[CH:7]=[CH:6][CH:5]=[CH:4][C:3]=1[CH2:8][C:9]([O:11][CH2:12][C:13]1[CH:18]=[CH:17][C:16]([O:19][CH3:20])=[CH:15][CH:14]=1)=[O:10].CN(C1C=CC=CN=1)C.[C:30]([NH:40][C@H:41]([C:45](O)=[O:46])[CH:42]([CH3:44])[CH3:43])([O:32][CH2:33][C:34]1[CH:39]=[CH:38][CH:37]=[CH:36][CH:35]=1)=[O:31]. The catalyst is ClCCl. The product is [C:30]([NH:40][C@H:41]([C:45]([O:1][C:2]1[CH:7]=[CH:6][CH:5]=[CH:4][C:3]=1[CH2:8][C:9]([O:11][CH2:12][C:13]1[CH:14]=[CH:15][C:16]([O:19][CH3:20])=[CH:17][CH:18]=1)=[O:10])=[O:46])[CH:42]([CH3:44])[CH3:43])([O:32][CH2:33][C:34]1[CH:39]=[CH:38][CH:37]=[CH:36][CH:35]=1)=[O:31]. The yield is 0.930. (4) The reactants are C(O)(=O)CC(CC(O)=O)(C(O)=O)O.[F:14][C:15]1[CH:16]=[C:17]([CH:29]=[CH:30][CH:31]=1)[CH2:18][C:19]1[S:23][C:22]([CH:24]2OCC[O:25]2)=[CH:21][CH:20]=1.O.C(OCC)(=O)C. The catalyst is CO. The product is [F:14][C:15]1[CH:16]=[C:17]([CH:29]=[CH:30][CH:31]=1)[CH2:18][C:19]1[S:23][C:22]([CH:24]=[O:25])=[CH:21][CH:20]=1. The yield is 0.870. (5) The reactants are [CH3:1][C:2]1[CH:3]=[CH:4][C:5]([C:10]([F:13])([F:12])[F:11])=[C:6]([CH:9]=1)[C:7]#[N:8].[Br:14]N1C(=O)CCC1=O.N(C(C)(C)C#N)=NC(C)(C)C#N. The catalyst is ClCCCl. The product is [Br:14][CH2:1][C:2]1[CH:3]=[CH:4][C:5]([C:10]([F:11])([F:12])[F:13])=[C:6]([CH:9]=1)[C:7]#[N:8]. The yield is 0.490. (6) The reactants are [Cl:1][C:2]1[CH:3]=[CH:4][C:5]([NH:10][C:11]2[C:16]([Cl:17])=[CH:15][N:14]=[C:13](Cl)[CH:12]=2)=[C:6]([CH:9]=1)[C:7]#[N:8].[CH3:19][C:20]1[CH:24]=[C:23]([NH2:25])[N:22]([CH:26]([CH3:28])[CH3:27])[N:21]=1.C(=O)([O-])[O-].[Cs+].[Cs+].C1C=CC(P(C2C(OC3C(P(C4C=CC=CC=4)C4C=CC=CC=4)=CC=CC=3)=CC=CC=2)C2C=CC=CC=2)=CC=1. The catalyst is O1CCOCC1.C([O-])(=O)C.[Pd+2].C([O-])(=O)C. The product is [Cl:1][C:2]1[CH:3]=[CH:4][C:5]([NH:10][C:11]2[C:16]([Cl:17])=[CH:15][N:14]=[C:13]([NH:25][C:23]3[N:22]([CH:26]([CH3:28])[CH3:27])[N:21]=[C:20]([CH3:19])[CH:24]=3)[CH:12]=2)=[C:6]([CH:9]=1)[C:7]#[N:8]. The yield is 0.351. (7) The reactants are C(OC([N:8]1[CH2:13][CH2:12][N:11]([C:14]2[CH:15]=[N:16][C:17]([NH:20][C:21]3[N:22]=[CH:23][C:24]4[C:30]([CH3:31])=[C:29]([C:32]([O:34]CC)=[CH2:33])[C:28](=[O:37])[N:27]([CH:38]5[CH2:42][CH2:41][CH2:40][CH2:39]5)[C:25]=4[N:26]=3)=[CH:18][CH:19]=2)[CH2:10][C:9]1([CH3:44])C)=O)(C)(C)C.[Cl:45][CH2:46]Cl. The catalyst is Cl.C(OCC)C. The product is [ClH:45].[C:32]([C:29]1[C:28](=[O:37])[N:27]([CH:38]2[CH2:42][CH2:41][CH2:40][CH2:39]2)[C:25]2[N:26]=[C:21]([NH:20][C:17]3[CH:18]=[CH:19][C:14]([N:11]4[CH2:10][CH:9]([CH3:44])[NH:8][CH:13]([CH3:46])[CH2:12]4)=[CH:15][N:16]=3)[N:22]=[CH:23][C:24]=2[C:30]=1[CH3:31])(=[O:34])[CH3:33]. The yield is 0.381. (8) The yield is 0.700. The reactants are [C:1]1([NH2:8])[CH:6]=[CH:5][CH:4]=[CH:3][C:2]=1[NH2:7].[S:9]1[CH:13]=[CH:12][CH:11]=[C:10]1[C:14](=O)[C:15](OCC)=[O:16]. The product is [S:9]1[CH:13]=[CH:12][CH:11]=[C:10]1[C:14]1[C:15](=[O:16])[NH:7][C:2]2[C:1]([N:8]=1)=[CH:6][CH:5]=[CH:4][CH:3]=2. The catalyst is CO.